Dataset: Reaction yield outcomes from USPTO patents with 853,638 reactions. Task: Predict the reaction yield, written as a fraction of the theoretical maximum amount of product (1.0 means a 100% yield; for example, 0.34 means a 34% yield). The reactants are Br[C:2]1[C:11]2[O:10][CH:9]([CH3:12])[CH2:8][N:7]([C:13]([O:15][C:16]([CH3:19])([CH3:18])[CH3:17])=[O:14])[CH2:6][C:5]=2[S:4][CH:3]=1.[F:20][C:21]1[CH:22]=[C:23](B(O)O)[CH:24]=[CH:25][CH:26]=1.C(=O)([O-])[O-].[K+].[K+].O. The catalyst is COCCOC.O.Cl[Pd](Cl)([P](C1C=CC=CC=1)(C1C=CC=CC=1)C1C=CC=CC=1)[P](C1C=CC=CC=1)(C1C=CC=CC=1)C1C=CC=CC=1. The product is [F:20][C:21]1[CH:26]=[C:25]([C:2]2[C:11]3[O:10][CH:9]([CH3:12])[CH2:8][N:7]([C:13]([O:15][C:16]([CH3:19])([CH3:18])[CH3:17])=[O:14])[CH2:6][C:5]=3[S:4][CH:3]=2)[CH:24]=[CH:23][CH:22]=1. The yield is 0.770.